This data is from Full USPTO retrosynthesis dataset with 1.9M reactions from patents (1976-2016). The task is: Predict the reactants needed to synthesize the given product. (1) The reactants are: [OH:1][C:2]12[C:13]3[C:8](=[CH:9][CH:10]=[CH:11][CH:12]=3)[C:7](=O)[C:6]1([OH:15])[C:5]1[CH:16]=[CH:17][C:18]([CH:20]([CH3:22])[CH3:21])=[CH:19][C:4]=1[O:3]2.O.[NH2:24][NH2:25]. Given the product [N:24](=[C:7]1[C:6]2([OH:15])[C:2]([OH:1])([O:3][C:4]3[CH:19]=[C:18]([CH:20]([CH3:22])[CH3:21])[CH:17]=[CH:16][C:5]=32)[C:13]2[C:8]1=[CH:9][CH:10]=[CH:11][CH:12]=2)[NH2:25], predict the reactants needed to synthesize it. (2) Given the product [Cl:37][C:25]1[CH:24]=[C:23]([NH:22][C:14]2[C:13]3[C:18](=[CH:19][CH:20]=[CH:21][C:12]=3[O:11][CH2:10][C@@H:9]([NH:8][C:4](=[O:5])[CH2:3][N:2]([CH3:7])[CH3:1])[CH3:38])[N:17]=[CH:16][N:15]=2)[CH:28]=[CH:27][C:26]=1[O:29][CH2:30][C:31]1[CH:36]=[CH:35][CH:34]=[CH:33][N:32]=1, predict the reactants needed to synthesize it. The reactants are: [CH3:1][N:2]([CH3:7])[CH2:3][C:4](O)=[O:5].[NH2:8][C@@H:9]([CH3:38])[CH2:10][O:11][C:12]1[CH:21]=[CH:20][CH:19]=[C:18]2[C:13]=1[C:14]([NH:22][C:23]1[CH:28]=[CH:27][C:26]([O:29][CH2:30][C:31]3[CH:36]=[CH:35][CH:34]=[CH:33][N:32]=3)=[C:25]([Cl:37])[CH:24]=1)=[N:15][CH:16]=[N:17]2. (3) The reactants are: [C:1]1(NS(C(F)(F)F)(=O)=O)[CH:6]=[CH:5][CH:4]=[CH:3][CH:2]=1.[CH3:15][C:16]([N:18]([CH3:20])C)=O.[CH2:21]([O:28][C:29]1[CH:30]=[C:31](B(O)O)[CH:32]=[CH:33][CH:34]=1)[C:22]1[CH:27]=[CH:26][CH:25]=[CH:24][CH:23]=1.[C:38](=O)([O-])[O-].[K+].[K+].[CH2:44]1[CH2:48]O[CH2:46][CH2:45]1. Given the product [CH2:20]([N:18]1[CH:16]2[CH2:15][CH2:48][CH:44]1[CH:45]=[C:46]([C:31]1[CH:32]=[CH:33][CH:34]=[C:29]([O:28][CH2:21][C:22]3[CH:27]=[CH:26][CH:25]=[CH:24][CH:23]=3)[CH:30]=1)[CH2:38]2)[C:1]1[CH:6]=[CH:5][CH:4]=[CH:3][CH:2]=1, predict the reactants needed to synthesize it. (4) Given the product [F:12][C:9]([F:10])([F:11])[C:8]([C:7]1[CH:2]=[C:3]2[CH:25]=[N:24][N:23]([C:26]3[CH:27]=[CH:28][CH:29]=[CH:30][CH:31]=3)[C:4]2=[N:5][CH:6]=1)([C:14]1[C:22]2[C:17](=[N:18][CH:19]=[CH:20][CH:21]=2)[NH:16][CH:15]=1)[OH:13], predict the reactants needed to synthesize it. The reactants are: Cl[C:2]1[C:7]([C:8]([C:14]2[C:22]3[C:17](=[N:18][CH:19]=[CH:20][CH:21]=3)[NH:16][CH:15]=2)([OH:13])[C:9]([F:12])([F:11])[F:10])=[CH:6][N:5]=[C:4]2[N:23]([C:26]3[CH:31]=[CH:30][CH:29]=[CH:28][CH:27]=3)[N:24]=[CH:25][C:3]=12.C(=O)(O)[O-].[Na+]. (5) The reactants are: [CH3:1][O:2][C:3]([CH:5]1[CH2:14][C:13]2[C:8](=[CH:9][CH:10]=[C:11]([OH:15])[CH:12]=2)[CH2:7][N:6]1[C:16]([O:18][C:19]([CH3:22])([CH3:21])[CH3:20])=[O:17])=[O:4].[C:23]([C:27]1[CH:32]=[CH:31][C:30](B(O)O)=[CH:29][CH:28]=1)([CH3:26])([CH3:25])[CH3:24]. Given the product [CH3:1][O:2][C:3]([CH:5]1[CH2:14][C:13]2[C:8](=[CH:9][CH:10]=[C:11]([O:15][C:30]3[CH:31]=[CH:32][C:27]([C:23]([CH3:26])([CH3:25])[CH3:24])=[CH:28][CH:29]=3)[CH:12]=2)[CH2:7][N:6]1[C:16]([O:18][C:19]([CH3:22])([CH3:21])[CH3:20])=[O:17])=[O:4], predict the reactants needed to synthesize it. (6) Given the product [C:2]([C:1]1[CH:7]=[C:8]([NH2:9])[N:17]([C:14]2[CH:15]=[CH:16][C:11]([F:10])=[CH:12][CH:13]=2)[N:18]=1)([CH3:5])([CH3:4])[CH3:3], predict the reactants needed to synthesize it. The reactants are: [C:1]([CH2:7][C:8]#[N:9])(=O)[C:2]([CH3:5])([CH3:4])[CH3:3].[F:10][C:11]1[CH:16]=[CH:15][C:14]([NH:17][NH2:18])=[CH:13][CH:12]=1. (7) Given the product [F:1][C:2]1[CH:7]=[CH:6][C:5]([CH2:8][CH2:9][CH:10]=[O:11])=[C:4]([S:12]([CH3:15])(=[O:14])=[O:13])[CH:3]=1, predict the reactants needed to synthesize it. The reactants are: [F:1][C:2]1[CH:7]=[CH:6][C:5]([CH2:8][CH2:9][CH2:10][OH:11])=[C:4]([S:12]([CH3:15])(=[O:14])=[O:13])[CH:3]=1.[Cr](Cl)([O-])(=O)=O.[NH+]1C=CC=CC=1.